This data is from Catalyst prediction with 721,799 reactions and 888 catalyst types from USPTO. The task is: Predict which catalyst facilitates the given reaction. (1) Reactant: [C:1]([O:5][C:6](=[O:22])[CH2:7][CH2:8][N:9]1[CH2:14][CH2:13][S:12][CH:11]([C:15]2[CH:20]=[CH:19][C:18](Br)=[CH:17][CH:16]=2)[CH2:10]1)([CH3:4])([CH3:3])[CH3:2].CNCCNC.[Na+].[I-:30]. Product: [C:1]([O:5][C:6](=[O:22])[CH2:7][CH2:8][N:9]1[CH2:14][CH2:13][S:12][CH:11]([C:15]2[CH:20]=[CH:19][C:18]([I:30])=[CH:17][CH:16]=2)[CH2:10]1)([CH3:4])([CH3:3])[CH3:2]. The catalyst class is: 185. (2) Reactant: [F:1][CH:2]([F:16])[C:3]1[CH:4]=[N:5][N:6]([C:9]2[CH:14]=[CH:13][C:12]([OH:15])=[CH:11][CH:10]=2)[C:7]=1[CH3:8].Cl.Cl[CH2:19][CH2:20][N:21]1[CH2:26][CH2:25][CH2:24][CH2:23][CH2:22]1.C([O-])([O-])=O.[K+].[K+]. Product: [F:16][CH:2]([F:1])[C:3]1[CH:4]=[N:5][N:6]([C:9]2[CH:14]=[CH:13][C:12]([O:15][CH2:19][CH2:20][N:21]3[CH2:26][CH2:25][CH2:24][CH2:23][CH2:22]3)=[CH:11][CH:10]=2)[C:7]=1[CH3:8]. The catalyst class is: 3.